From a dataset of HIV replication inhibition screening data with 41,000+ compounds from the AIDS Antiviral Screen. Binary Classification. Given a drug SMILES string, predict its activity (active/inactive) in a high-throughput screening assay against a specified biological target. (1) The compound is C[N+](C)([O-])C12CC3CC(CC(C3)C1)C2. The result is 0 (inactive). (2) The molecule is NC(=O)C(=O)NN=C(CC1(O)C(=O)Nc2ccccc21)c1ccc2ccccc2c1. The result is 0 (inactive). (3) The drug is NC(=S)NN=C(CC(=O)c1ccc([N+](=O)[O-])cc1)C(=O)Nc1ncc([N+](=O)[O-])s1. The result is 0 (inactive). (4) The result is 0 (inactive). The drug is COC(=O)C1(c2ccc(N(C)C)cc2OC)CCCN(C(=O)Oc2ccccc2[N+](=O)[O-])CCc2c1[nH]c1ccccc21. (5) The drug is CN(C)C=Cc1c2c(nc3ccccc13)C(=O)c1cccnc1C2=O. The result is 0 (inactive). (6) The result is 0 (inactive). The drug is Cl.O=C(C=Cc1ccccc1)CCN1CCCCC1.